Dataset: Full USPTO retrosynthesis dataset with 1.9M reactions from patents (1976-2016). Task: Predict the reactants needed to synthesize the given product. (1) Given the product [Cl:1][C:2]1[CH:7]=[CH:6][CH:5]=[CH:4][C:3]=1[C:8]1[CH:17]=[C:16]([CH2:18][CH:19]2[CH2:24][CH2:23][N:22]([C:25]([O:27][C:28]([CH3:30])([CH3:31])[CH3:29])=[O:26])[CH2:21][CH2:20]2)[CH:15]=[C:14]2[C:9]=1[CH2:10][NH:11][C:12](=[O:40])[N:13]2[C:32]1[C:33]([Cl:39])=[CH:34][CH:35]=[CH:36][C:37]=1[Cl:38], predict the reactants needed to synthesize it. The reactants are: [Cl:1][C:2]1[CH:7]=[CH:6][CH:5]=[CH:4][C:3]=1[C:8]1[CH:17]=[C:16]([CH:18]=[C:19]2[CH2:24][CH2:23][N:22]([C:25]([O:27][C:28]([CH3:31])([CH3:30])[CH3:29])=[O:26])[CH2:21][CH2:20]2)[CH:15]=[C:14]2[C:9]=1[CH2:10][NH:11][C:12](=[O:40])[N:13]2[C:32]1[C:37]([Cl:38])=[CH:36][CH:35]=[CH:34][C:33]=1[Cl:39]. (2) Given the product [Br:1][C:2]1[CH:10]=[CH:9][C:8]2[O:11][C:12]3[C:17](=[CH:16][C:15]([O:18][CH3:19])=[CH:14][C:13]=3[F:20])[C:5](=[O:7])[C:4]=2[C:3]=1[F:21], predict the reactants needed to synthesize it. The reactants are: [Br:1][C:2]1[C:3]([F:21])=[C:4]([C:8]([O:11][C:12]2[CH:17]=[CH:16][C:15]([O:18][CH3:19])=[CH:14][C:13]=2[F:20])=[CH:9][CH:10]=1)[C:5]([OH:7])=O.S(=O)(=O)(O)O.